From a dataset of Catalyst prediction with 721,799 reactions and 888 catalyst types from USPTO. Predict which catalyst facilitates the given reaction. (1) Reactant: [C:1]([C:6]1[CH:7]=[CH:8][C:9]2[O:14][CH2:13][C:12](=[O:15])[NH:11][C:10]=2[CH:16]=1)(=[O:5])[CH:2]([CH3:4])[CH3:3].[BrH:17].Br.[NH+]1C=CC=CC=1. Product: [Br:17][C:2]([CH3:4])([CH3:3])[C:1]([C:6]1[CH:7]=[CH:8][C:9]2[O:14][CH2:13][C:12](=[O:15])[NH:11][C:10]=2[CH:16]=1)=[O:5]. The catalyst class is: 15. (2) Reactant: [C:1](N1C=CN=C1)(N1C=CN=C1)=[O:2].[Cl:13][C:14]1[C:23]([NH2:24])=[C:22]([NH:25][CH2:26][C:27]2[CH:28]=[N:29][CH:30]=[CH:31][CH:32]=2)[C:21]2[C:16](=[CH:17][CH:18]=[CH:19][CH:20]=2)[N:15]=1.N1C=CC=CC=1.C(OCC)C. Product: [Cl:13][C:14]1[C:23]2[N:24]=[C:1]([OH:2])[N:25]([CH2:26][C:27]3[CH:28]=[N:29][CH:30]=[CH:31][CH:32]=3)[C:22]=2[C:21]2[CH:20]=[CH:19][CH:18]=[CH:17][C:16]=2[N:15]=1. The catalyst class is: 1. (3) Reactant: [CH2:1]([N:3]1[C:8]2[CH:9]=[C:10]([N:13](OC)[CH3:14])[N:11]=[CH:12][C:7]=2[CH2:6][N:5]([C:17]2[CH:22]=[C:21]([N+:23]([O-])=O)[C:20]([F:26])=[CH:19][C:18]=2[CH3:27])[C:4]1=[O:28])[CH3:2].[H][H]. Product: [NH2:23][C:21]1[C:20]([F:26])=[CH:19][C:18]([CH3:27])=[C:17]([N:5]2[CH2:6][C:7]3[CH:12]=[N:11][C:10]([NH:13][CH3:14])=[CH:9][C:8]=3[N:3]([CH2:1][CH3:2])[C:4]2=[O:28])[CH:22]=1. The catalyst class is: 19. (4) Reactant: Cl.[Br:2][C:3]1[CH:19]=[CH:18][C:6]([CH2:7][N:8]([C:10]2[CH:15]=[CH:14][C:13]([O:16][CH3:17])=[CH:12][CH:11]=2)N)=[CH:5][CH:4]=1.C1(C)C=CC=CC=1.[CH2:27]([O:29][C:30](=[O:43])[C:31]([CH3:42])([CH3:41])[CH2:32][C:33](=O)[CH2:34][S:35][C:36]([CH3:39])([CH3:38])[CH3:37])[CH3:28].CC([O-])=O.[Na+]. Product: [CH2:27]([O:29][C:30](=[O:43])[C:31]([CH3:42])([CH3:41])[CH2:32][C:33]1[N:8]([CH2:7][C:6]2[CH:18]=[CH:19][C:3]([Br:2])=[CH:4][CH:5]=2)[C:10]2[C:15]([C:34]=1[S:35][C:36]([CH3:39])([CH3:38])[CH3:37])=[CH:14][C:13]([O:16][CH3:17])=[CH:12][CH:11]=2)[CH3:28]. The catalyst class is: 211. (5) Reactant: [Cl:1][C:2]1[CH:3]=[C:4]2[C:8](=[CH:9][CH:10]=1)[NH:7][C:6]([C:11]([NH:13][NH:14][C:15](=[O:24])[C:16]1[CH:21]=[CH:20][C:19]([F:22])=[CH:18][C:17]=1[NH2:23])=[O:12])=[CH:5]2.O.[C:26]1([CH3:36])[CH:31]=[CH:30][C:29]([S:32]([OH:35])(=[O:34])=[O:33])=[CH:28][CH:27]=1. Product: [C:26]1([CH3:36])[CH:27]=[CH:28][C:29]([S:32]([OH:35])(=[O:33])=[O:34])=[CH:30][CH:31]=1.[Cl:1][C:2]1[CH:3]=[C:4]2[C:8](=[CH:9][CH:10]=1)[NH:7][C:6]([C:11]([NH:13][NH:14][C:15](=[O:24])[C:16]1[CH:21]=[CH:20][C:19]([F:22])=[CH:18][C:17]=1[NH2:23])=[O:12])=[CH:5]2. The catalyst class is: 81. (6) Reactant: [O:1]1[CH2:6][CH2:5][CH2:4][O:3][CH:2]1[CH2:7][CH2:8][CH2:9][C:10]([NH:13][NH:14][C:15]([C:17]1[CH:18]=[C:19]2[C:24](=[CH:25][CH:26]=1)[N:23]=[C:22]([CH3:27])[CH:21]=[CH:20]2)=O)=[N:11][CH3:12]. Product: [O:1]1[CH2:6][CH2:5][CH2:4][O:3][CH:2]1[CH2:7][CH2:8][CH2:9][C:10]1[N:11]([CH3:12])[C:15]([C:17]2[CH:18]=[C:19]3[C:24](=[CH:25][CH:26]=2)[N:23]=[C:22]([CH3:27])[CH:21]=[CH:20]3)=[N:14][N:13]=1. The catalyst class is: 13. (7) Reactant: [C:1]([C:3]1[C:4]([NH:19][C:20]2[CH:21]=[C:22]3[C:26](=[CH:27][CH:28]=2)[NH:25][CH:24]=[CH:23]3)=[C:5]2[CH:11]=[C:10](/[CH:12]=[CH:13]/[C:14]([O:16][CH2:17][CH3:18])=[O:15])[S:9][C:6]2=[N:7][CH:8]=1)#[N:2].[H][H]. Product: [C:1]([C:3]1[C:4]([NH:19][C:20]2[CH:21]=[C:22]3[C:26](=[CH:27][CH:28]=2)[NH:25][CH:24]=[CH:23]3)=[C:5]2[CH:11]=[C:10]([CH2:12][CH2:13][C:14]([O:16][CH2:17][CH3:18])=[O:15])[S:9][C:6]2=[N:7][CH:8]=1)#[N:2]. The catalyst class is: 99.